This data is from Cav3 T-type calcium channel HTS with 100,875 compounds. The task is: Binary Classification. Given a drug SMILES string, predict its activity (active/inactive) in a high-throughput screening assay against a specified biological target. (1) The result is 0 (inactive). The molecule is S(C1=NC(C(=C(N1)C)C(OCC)=O)c1cc(OC)c(OC(=O)C)cc1)C(=O)C. (2) The result is 0 (inactive). The compound is Clc1cc(C2N(C(=O)c3c(N2)cccc3)c2ccc(OC)cc2)c(OCC(OC)=O)cc1.